From a dataset of Reaction yield outcomes from USPTO patents with 853,638 reactions. Predict the reaction yield, written as a fraction of the theoretical maximum amount of product (1.0 means a 100% yield; for example, 0.34 means a 34% yield). The reactants are [C:1]([O:5][C:6]([NH:8][CH2:9][CH2:10][CH:11]1[CH2:16][CH2:15][CH2:14][NH:13][CH2:12]1)=[O:7])([CH3:4])([CH3:3])[CH3:2].C[Si]([N:21]=[C:22]=[O:23])(C)C. The catalyst is ClCCl. The product is [C:1]([O:5][C:6]([NH:8][CH2:9][CH2:10][CH:11]1[CH2:16][CH2:15][CH2:14][N:13]([C:22]([NH2:21])=[O:23])[CH2:12]1)=[O:7])([CH3:4])([CH3:2])[CH3:3]. The yield is 0.700.